Dataset: Forward reaction prediction with 1.9M reactions from USPTO patents (1976-2016). Task: Predict the product of the given reaction. (1) Given the reactants [C:1]([C:3]1[CH:8]=[CH:7][CH:6]=[CH:5][C:4]=1[C:9]1[CH:14]=[CH:13][C:12]([CH2:15][N:16]2[C:20]3[C:21]([C:25]([O:27][CH2:28][CH3:29])=[O:26])=[CH:22][CH:23]=[CH:24][C:19]=3[N:18]=[C:17]2[O:30][CH2:31][CH3:32])=[CH:11][CH:10]=1)#[N:2].C[Sn]([N:37]=[N+:38]=[N-:39])(C)C, predict the reaction product. The product is: [CH2:31]([O:30][C:17]1[N:16]([CH2:15][C:12]2[CH:11]=[CH:10][C:9]([C:4]3[CH:5]=[CH:6][CH:7]=[CH:8][C:3]=3[C:1]3[NH:39][N:38]=[N:37][N:2]=3)=[CH:14][CH:13]=2)[C:20]2[C:21]([C:25]([O:27][CH2:28][CH3:29])=[O:26])=[CH:22][CH:23]=[CH:24][C:19]=2[N:18]=1)[CH3:32]. (2) Given the reactants [F:1][C:2]1[CH:30]=[C:29]([N+:31]([O-:33])=[O:32])[CH:28]=[CH:27][C:3]=1[O:4][C:5]1[CH:10]=[CH:9][N:8]=[C:7]2[CH:11]=[C:12]([C:14]3[N:15]=[CH:16][N:17](COCC[Si](C)(C)C)[CH:18]=3)[S:13][C:6]=12.Cl, predict the reaction product. The product is: [F:1][C:2]1[CH:30]=[C:29]([N+:31]([O-:33])=[O:32])[CH:28]=[CH:27][C:3]=1[O:4][C:5]1[CH:10]=[CH:9][N:8]=[C:7]2[CH:11]=[C:12]([C:14]3[N:15]=[CH:16][NH:17][CH:18]=3)[S:13][C:6]=12. (3) Given the reactants [CH:1]1([NH2:4])[CH2:3][CH2:2]1.[C:5](O)(=O)C=O.C(=O)([O-])[O-].[K+].[K+].[F:16][C:17]1[CH:22]=[CH:21][C:20]([CH:23]([N+:34]#[C-:35])S(C2C=CC(C)=CC=2)(=O)=O)=[CH:19][CH:18]=1, predict the reaction product. The product is: [CH:1]1([N:4]2[CH:5]=[C:23]([C:20]3[CH:19]=[CH:18][C:17]([F:16])=[CH:22][CH:21]=3)[N:34]=[CH:35]2)[CH2:3][CH2:2]1. (4) Given the reactants [N:1]1[C:5]2[CH:6]=[CH:7][CH:8]=[CH:9][C:4]=2[NH:3][CH:2]=1.[H-].[Na+].[H][H].BrCCCC1C=CC=[C:20]2[C:21]([NH:23]C(=O)[C:19]=12)=O.NN, predict the reaction product. The product is: [N:1]1[C:5]2[CH:6]=[CH:7][CH:8]=[CH:9][C:4]=2[NH:3][C:2]=1[CH2:19][CH2:20][CH2:21][NH2:23]. (5) Given the reactants Cl[C:2]1C=C(Cl)C=C[C:3]=1C1N=C(CC)C(N[C@@H]2C3C(=CC=CC=3)C[C@@H]2OCC)=NC=1CC.[CH2:32]([C:34]1[C:35]([NH:51][C@H:52]2[CH2:56][O:55][CH2:54][C@H:53]2[OH:57])=[N:36][C:37]([CH2:49][CH3:50])=[C:38]([C:40]2[CH:45]=[CH:44][C:43]([O:46][CH3:47])=[CH:42][C:41]=2[CH3:48])[N:39]=1)[CH3:33], predict the reaction product. The product is: [CH2:2]([O:57][C@H:53]1[CH2:54][O:55][CH2:56][C@H:52]1[NH:51][C:35]1[C:34]([CH2:32][CH3:33])=[N:39][C:38]([C:40]2[CH:45]=[CH:44][C:43]([O:46][CH3:47])=[CH:42][C:41]=2[CH3:48])=[C:37]([CH2:49][CH3:50])[N:36]=1)[CH3:3].